This data is from Full USPTO retrosynthesis dataset with 1.9M reactions from patents (1976-2016). The task is: Predict the reactants needed to synthesize the given product. (1) Given the product [Cl:3][C:4]1[C:12]2[N:11]=[C:10]3[N:13]([C:17]4[CH:18]=[N:19][C:20]([N:24]([CH3:25])[CH3:26])=[CH:21][C:22]=4[CH3:23])[CH2:14][CH2:15][CH2:16][N:9]3[C:8]=2[C:7]([CH2:27][OH:28])=[CH:6][CH:5]=1, predict the reactants needed to synthesize it. The reactants are: [BH4-].[Li+].[Cl:3][C:4]1[CH:5]=[CH:6][C:7]([C:27](OC)=[O:28])=[C:8]2[C:12]=1[N:11]=[C:10]1[N:13]([C:17]3[CH:18]=[N:19][C:20]([N:24]([CH3:26])[CH3:25])=[CH:21][C:22]=3[CH3:23])[CH2:14][CH2:15][CH2:16][N:9]21. (2) The reactants are: [O:1]1CCOCC1.[CH3:7][C:8]1[S:28][C:11]2[N:12]=[C:13]([C:17]3[CH:22]=[CH:21][CH:20]=[C:19]([O:23][C:24]([F:27])([F:26])[F:25])[CH:18]=3)[N:14]=[C:15]([NH2:16])[C:10]=2[CH:9]=1. Given the product [NH2:16][C:15]1[C:10]2[CH:9]=[C:8]([CH:7]=[O:1])[S:28][C:11]=2[N:12]=[C:13]([C:17]2[CH:22]=[CH:21][CH:20]=[C:19]([O:23][C:24]([F:26])([F:25])[F:27])[CH:18]=2)[N:14]=1, predict the reactants needed to synthesize it. (3) Given the product [F:1][C:2]1[CH:16]=[C:15]([CH2:17][N:18]2[CH2:22][CH2:21][CH:20]([C:23]3[CH:28]=[CH:27][CH:26]=[CH:25][CH:24]=3)[CH2:19]2)[CH:14]=[CH:13][C:3]=1[O:4][C:5]1[CH:12]=[CH:11][C:8]([C:9]([NH2:10])=[O:30])=[CH:7][N:6]=1, predict the reactants needed to synthesize it. The reactants are: [F:1][C:2]1[CH:16]=[C:15]([CH2:17][N:18]2[CH2:22][CH2:21][CH:20]([C:23]3[CH:28]=[CH:27][CH:26]=[CH:25][CH:24]=3)[CH2:19]2)[CH:14]=[CH:13][C:3]=1[O:4][C:5]1[CH:12]=[CH:11][C:8]([C:9]#[N:10])=[CH:7][N:6]=1.C(=O)([O-])[O-:30].[K+].[K+].OO. (4) Given the product [Br:31][C:28]1[S:27][C:17]([C:16]2[N:15]=[CH:18][N:11]([CH:5]3[CH:6]4[CH2:9][CH2:10][N:3]([CH2:8][CH2:7]4)[CH2:4]3)[N:12]=2)=[CH:30][CH:29]=1, predict the reactants needed to synthesize it. The reactants are: Cl.Cl.[N:3]12[CH2:10][CH2:9][CH:6]([CH2:7][CH2:8]1)[CH:5]([NH:11][NH2:12])[CH2:4]2.C([N:15]([CH2:18]C)[CH2:16][CH3:17])C.Cl.C(OC(C1[S:27][C:28]([Br:31])=[CH:29][CH:30]=1)=N)C.C(OCC)(OCC)OCC. (5) Given the product [CH2:1]([C:3]1[S:29][C:6]2[N:7]([CH2:13][C:14]3[CH:19]=[CH:18][C:17]([C:20]4[C:21]([C:26]#[N:27])=[CH:22][CH:23]=[CH:24][CH:25]=4)=[C:16]([F:28])[CH:15]=3)[C:8](=[O:12])[N:9]([CH2:31][C:32]([C:34]3[CH:39]=[CH:38][C:37]([O:40][CH3:41])=[CH:36][CH:35]=3)=[O:33])[C:10](=[O:11])[C:5]=2[CH:4]=1)[CH3:2], predict the reactants needed to synthesize it. The reactants are: [CH2:1]([C:3]1[S:29][C:6]2[N:7]([CH2:13][C:14]3[CH:19]=[CH:18][C:17]([C:20]4[C:21]([C:26]#[N:27])=[CH:22][CH:23]=[CH:24][CH:25]=4)=[C:16]([F:28])[CH:15]=3)[C:8](=[O:12])[NH:9][C:10](=[O:11])[C:5]=2[CH:4]=1)[CH3:2].Br[CH2:31][C:32]([C:34]1[CH:39]=[CH:38][C:37]([O:40][CH3:41])=[CH:36][CH:35]=1)=[O:33].CN(C)C=O.[H-].[Na+]. (6) Given the product [C:1]1([N:7]2[C:11]3[C:12]4[C:17]([S:18](=[O:20])(=[O:21])[CH2:19][C:10]=3[C:9]([C:23]([O:25][CH2:26][CH3:27])=[O:24])=[N:8]2)=[CH:16][CH:15]=[N:14][CH:13]=4)[CH:2]=[CH:3][CH:4]=[CH:5][CH:6]=1, predict the reactants needed to synthesize it. The reactants are: [C:1]1([N:7]2[C:11]3[C:12]4[C:17]([S:18](=[O:21])(=[O:20])[CH2:19][C:10]=3[C:9]([C:23]([O:25][CH2:26][CH3:27])=[O:24])=[N:8]2)=[CH:16][CH:15]=[N+:14]([O-])[CH:13]=4)[CH:6]=[CH:5][CH:4]=[CH:3][CH:2]=1.